This data is from Reaction yield outcomes from USPTO patents with 853,638 reactions. The task is: Predict the reaction yield, written as a fraction of the theoretical maximum amount of product (1.0 means a 100% yield; for example, 0.34 means a 34% yield). (1) The reactants are [CH2:1]([O:3][C:4]([C:6]1[O:7][C:8]2[CH:15]=[CH:14][CH:13]=[C:12](OS(C(F)(F)F)(=O)=O)[C:9]=2[C:10]=1[CH3:11])=[O:5])[CH3:2].CCN(CC)CC.[CH:31]1([C:34]#[C:35][Si](C)(C)C)[CH2:33][CH2:32]1.[F-].C([N+](CCCC)(CCCC)CCCC)CCC. The catalyst is CN(C=O)C.Cl[Pd](Cl)([P](C1C=CC=CC=1)(C1C=CC=CC=1)C1C=CC=CC=1)[P](C1C=CC=CC=1)(C1C=CC=CC=1)C1C=CC=CC=1.C(OCC)(=O)C.CCCCCC. The product is [CH2:1]([O:3][C:4]([C:6]1[O:7][C:8]2[CH:15]=[CH:14][CH:13]=[C:12]([C:35]#[C:34][CH:31]3[CH2:33][CH2:32]3)[C:9]=2[C:10]=1[CH3:11])=[O:5])[CH3:2]. The yield is 0.150. (2) The reactants are [CH2:1]([OH:7])[CH2:2][CH2:3]/[CH:4]=[CH:5]/[CH3:6].[H-].[Na+].Cl[S:11]([N:14]=C=O)(=[O:13])=[O:12].C(O)=O. The catalyst is CC#N.CN(C=O)C. The product is [S:11](=[O:13])(=[O:12])([O:7][CH2:1][CH2:2][CH2:3]/[CH:4]=[CH:5]/[CH3:6])[NH2:14]. The yield is 0.680. (3) The reactants are [S:1]1[CH:5]=[CH:4][C:3]2[CH:6]=[C:7]([CH:10]3[C:19]4[C:14](=[CH:15][CH:16]=[CH:17][CH:18]=4)[CH2:13][NH:12][CH2:11]3)[CH:8]=[CH:9][C:2]1=2.Cl.[CH3:21][N:22]([CH3:26])[CH2:23][CH2:24]Cl.[C:27](=[O:30])([O-:29])[O-].[Cs+].[Cs+].[C:33]([O:36]CC)(=[O:35])C. The catalyst is CN(C=O)C. The product is [C:33]([OH:36])(=[O:35])/[CH:23]=[CH:24]/[C:27]([OH:29])=[O:30].[S:1]1[CH:5]=[CH:4][C:3]2[CH:6]=[C:7]([CH:10]3[C:19]4[C:14](=[CH:15][CH:16]=[CH:17][CH:18]=4)[CH2:13][N:12]([CH2:24][CH2:23][N:22]([CH3:26])[CH3:21])[CH2:11]3)[CH:8]=[CH:9][C:2]1=2. The yield is 0.0200. (4) The reactants are [CH2:1]([NH2:8])[C:2]1[CH:7]=[CH:6][CH:5]=[CH:4][CH:3]=1.[Cl:9][C:10]1[CH:15]=[N:14][CH:13]=[C:12](Cl)[N:11]=1. No catalyst specified. The product is [CH2:1]([NH:8][C:12]1[CH:13]=[N:14][CH:15]=[C:10]([Cl:9])[N:11]=1)[C:2]1[CH:7]=[CH:6][CH:5]=[CH:4][CH:3]=1. The yield is 0.980. (5) The reactants are C(N(C(C)C)CC)(C)C.CC1C=CN=C(N)C=1C.[S:19](Cl)([C:22]1[CH:28]=[CH:27][C:25]([CH3:26])=[CH:24][CH:23]=1)(=[O:21])=[O:20].[CH2:30]([N:37]1[CH2:41][CH:40]([C:42]2[S:43][CH:44]=[C:45]([Br:47])[CH:46]=2)[CH:39]([CH2:48][OH:49])[CH2:38]1)[C:31]1[CH:36]=[CH:35][CH:34]=[CH:33][CH:32]=1. The catalyst is ClCCl. The yield is 0.510. The product is [CH2:30]([N:37]1[CH2:41][CH:40]([C:42]2[S:43][CH:44]=[C:45]([Br:47])[CH:46]=2)[CH:39]([CH2:48][O:49][S:19]([C:22]2[CH:28]=[CH:27][C:25]([CH3:26])=[CH:24][CH:23]=2)(=[O:21])=[O:20])[CH2:38]1)[C:31]1[CH:32]=[CH:33][CH:34]=[CH:35][CH:36]=1. (6) The reactants are Cl[C:2]1[NH:3][C:4]([C:12]2[CH:17]=[CH:16][CH:15]=[CH:14][C:13]=2[F:18])=[C:5]([CH3:11])[C:6]=1[C:7]([O:9][CH3:10])=[O:8]. The catalyst is CO.[C].[Pd]. The product is [F:18][C:13]1[CH:14]=[CH:15][CH:16]=[CH:17][C:12]=1[C:4]1[NH:3][CH:2]=[C:6]([C:7]([O:9][CH3:10])=[O:8])[C:5]=1[CH3:11]. The yield is 0.760.